Task: Predict the reaction yield, written as a fraction of the theoretical maximum amount of product (1.0 means a 100% yield; for example, 0.34 means a 34% yield).. Dataset: Reaction yield outcomes from USPTO patents with 853,638 reactions (1) The reactants are FC(F)(F)S(O[C:7]1[CH:16]=[CH:15][C:14]2[O:13][C@:12]3([CH3:21])[CH2:17][CH2:18][CH2:19][O:20][C@H:11]3[C@:10]3([CH2:25][O:24][C:23]([NH2:26])=[N:22]3)[C:9]=2[CH:8]=1)(=O)=O.Cl[C:30]1[CH:31]=[C:32](B(O)O)[CH:33]=[N:34][CH:35]=1.[F:39]C(F)(F)S(OC1C=CC2O[C@@]3(C)CCCO[C@@H]3[C@]3(COC(N)=N3)C=2C=1)(=O)=O. No catalyst specified. The product is [F:39][C:33]1[C:32]([C:7]2[CH:16]=[CH:15][C:14]3[O:13][C@:12]4([CH3:21])[CH2:17][CH2:18][CH2:19][O:20][C@H:11]4[C@:10]4([CH2:25][O:24][C:23]([NH2:26])=[N:22]4)[C:9]=3[CH:8]=2)=[CH:31][CH:30]=[CH:35][N:34]=1. The yield is 0.260. (2) The reactants are [C:1]([OH:9])(=O)[C:2]#[C:3][CH2:4][CH2:5][CH2:6][CH3:7].Cl.[CH2:11]([C:13]1[S:33][C:16]2[N:17]=[C:18]([S:27][CH2:28][C:29]([O:31][CH3:32])=[O:30])[N:19]=[C:20]([N:21]3[CH2:26][CH2:25][NH:24][CH2:23][CH2:22]3)[C:15]=2[CH:14]=1)[CH3:12].C(N(C(C)C)CC)(C)C. The catalyst is CN1CCCC1=O. The product is [CH2:11]([C:13]1[S:33][C:16]2[N:17]=[C:18]([S:27][CH2:28][C:29]([O:31][CH3:32])=[O:30])[N:19]=[C:20]([N:21]3[CH2:26][CH2:25][N:24]([C:1](=[O:9])[CH2:2][CH2:3][CH2:4][CH2:5][C:6]#[CH:7])[CH2:23][CH2:22]3)[C:15]=2[CH:14]=1)[CH3:12]. The yield is 0.320. (3) The reactants are [N:1]([O-])=O.[Na+].[F:5][C:6]1[CH:7]=[C:8]([C:12]2[C:17]([C:18]3[CH:23]=[CH:22][N:21]=[CH:20][CH:19]=3)=[CH:16][C:15]([NH2:24])=[C:14]([NH2:25])[N:13]=2)[CH:9]=[CH:10][CH:11]=1.C(=O)([O-])O.[Na+]. The catalyst is O.C(O)(=O)C. The product is [F:5][C:6]1[CH:7]=[C:8]([C:12]2[N:13]=[C:14]3[NH:25][N:1]=[N:24][C:15]3=[CH:16][C:17]=2[C:18]2[CH:23]=[CH:22][N:21]=[CH:20][CH:19]=2)[CH:9]=[CH:10][CH:11]=1. The yield is 0.590. (4) The yield is 0.140. The reactants are C[Si]([N-][Si](C)(C)C)(C)C.[Na+].[NH2:11][C:12]1[N:16](C(OC(C)(C)C)=O)[N:15]=[C:14]([O:24][CH2:25][C:26]2[CH:31]=[C:30]([O:32][CH3:33])[CH:29]=[C:28]([O:34][CH3:35])[CH:27]=2)[CH:13]=1.[CH3:36][N:37]1[CH2:42][CH2:41][N:40]([C:43]2[N:48]=[CH:47][C:46]([C:49](OC)=[O:50])=[CH:45][N:44]=2)[CH2:39][CH2:38]1.[NH4+].[Cl-]. The catalyst is C1COCC1.O. The product is [CH3:33][O:32][C:30]1[CH:31]=[C:26]([CH2:25][O:24][C:14]2[NH:15][N:16]=[C:12]([NH:11][C:49]([C:46]3[CH:47]=[N:48][C:43]([N:40]4[CH2:41][CH2:42][N:37]([CH3:36])[CH2:38][CH2:39]4)=[N:44][CH:45]=3)=[O:50])[CH:13]=2)[CH:27]=[C:28]([O:34][CH3:35])[CH:29]=1. (5) The reactants are [Br:1][C:2]1[CH:10]=[CH:9][CH:8]=[CH:7][C:3]=1[C@@H:4]([OH:6])[CH3:5].[Si:11](Cl)([C:14]([CH3:17])([CH3:16])[CH3:15])([CH3:13])[CH3:12].N1C=CN=C1. No catalyst specified. The product is [Br:1][C:2]1[CH:10]=[CH:9][CH:8]=[CH:7][C:3]=1[C@@H:4]([O:6][Si:11]([C:14]([CH3:17])([CH3:16])[CH3:15])([CH3:13])[CH3:12])[CH3:5]. The yield is 0.820. (6) The reactants are [CH:1]1([NH2:6])[CH2:5][CH2:4][CH2:3][CH2:2]1.N1C=CC=CC=1.Cl[C:14]([O:16][C:17]1[CH:22]=[CH:21][CH:20]=[CH:19][CH:18]=1)=[O:15]. The catalyst is O1CCCC1. The product is [CH:1]1([NH:6][C:14](=[O:15])[O:16][C:17]2[CH:22]=[CH:21][CH:20]=[CH:19][CH:18]=2)[CH2:5][CH2:4][CH2:3][CH2:2]1. The yield is 0.810.